This data is from Reaction yield outcomes from USPTO patents with 853,638 reactions. The task is: Predict the reaction yield, written as a fraction of the theoretical maximum amount of product (1.0 means a 100% yield; for example, 0.34 means a 34% yield). (1) The reactants are [CH:1]1([C:4]2[CH:9]=[C:8]([F:10])[C:7]([N+:11]([O-:13])=[O:12])=[CH:6][C:5]=2[NH:14][C:15](=O)[CH:16]([CH3:18])[CH3:17])[CH2:3][CH2:2]1.FC(F)(F)S(OS(C(F)(F)F)(=O)=O)(=O)=O.C[Si]([N:39]=[N+:40]=[N-:41])(C)C. The catalyst is C(#N)C. The product is [CH:1]1([C:4]2[CH:9]=[C:8]([F:10])[C:7]([N+:11]([O-:13])=[O:12])=[CH:6][C:5]=2[N:14]2[C:15]([CH:16]([CH3:18])[CH3:17])=[N:41][N:40]=[N:39]2)[CH2:3][CH2:2]1. The yield is 0.780. (2) The reactants are [CH2:1]([N:5]([CH2:43][CH2:44][CH2:45][CH3:46])[C:6]1[CH:11]=[CH:10][C:9]([CH:12]=[CH:13][C:14]2[CH:19]=[C:18]([CH3:20])[C:17]([CH2:21][O:22][Si](C(C)(C)C)(C3C=CC=CC=3)C3C=CC=CC=3)=[CH:16][C:15]=2[CH3:40])=[C:8]([O:41][CH3:42])[CH:7]=1)[CH2:2][CH2:3][CH3:4].[F-].C([N+](CCCC)(CCCC)CCCC)CCC.O.C(OCC)(=O)C. The catalyst is O1CCCC1. The product is [CH2:43]([N:5]([CH2:1][CH2:2][CH2:3][CH3:4])[C:6]1[CH:11]=[CH:10][C:9]([CH:12]=[CH:13][C:14]2[C:15]([CH3:40])=[CH:16][C:17]([CH2:21][OH:22])=[C:18]([CH3:20])[CH:19]=2)=[C:8]([O:41][CH3:42])[CH:7]=1)[CH2:44][CH2:45][CH3:46]. The yield is 0.935. (3) The reactants are [Cl:1][C:2]1[CH:3]=[C:4]([CH2:14][N:15]2[C:19]([CH3:20])=[CH:18][C:17](C(O)=O)=[N:16]2)[C:5]2[O:9][C:8]([CH:10]([CH3:12])[CH3:11])=[CH:7][C:6]=2[CH:13]=1.C1(P(N=[N+]=[N-])(C2C=CC=CC=2)=[O:31])C=CC=CC=1.[CH3:41][Si:42]([CH3:47])([CH3:46])[CH2:43][CH2:44][OH:45].C([N:50]([CH2:53]C)CC)C. The catalyst is C1(C)C=CC=CC=1. The product is [Cl:1][C:2]1[CH:3]=[C:4]([CH2:14][N:15]2[C:19]([CH3:20])=[CH:18][C:17]([NH:50][C:53](=[O:31])[O:45][CH2:44][CH2:43][Si:42]([CH3:47])([CH3:46])[CH3:41])=[N:16]2)[C:5]2[O:9][C:8]([CH:10]([CH3:12])[CH3:11])=[CH:7][C:6]=2[CH:13]=1. The yield is 0.670. (4) The product is [C:1]([O:24][C:21]1[CH:22]=[CH:23][C:18]([C:15]2[O:16][C:17]3[C:9]([Br:8])=[CH:10][C:11]([O:26][C:28](=[O:27])[CH3:29])=[CH:12][C:13]=3[N:14]=2)=[CH:19][C:20]=1[F:25])(=[O:3])[CH3:2]. The reactants are [C:1](OC(=O)C)(=[O:3])[CH3:2].[Br:8][C:9]1[C:17]2[O:16][C:15]([C:18]3[CH:23]=[CH:22][C:21]([OH:24])=[C:20]([F:25])[CH:19]=3)=[N:14][C:13]=2[CH:12]=[C:11]([OH:26])[CH:10]=1.[O:27]1CCO[CH2:29][CH2:28]1. The catalyst is CN(C)C1C=CN=CC=1.O. The yield is 0.560. (5) The reactants are [Br:1][C:2]1[CH:3]=[C:4]2[NH:10][CH:9]=[CH:8][C:5]2=[N:6][CH:7]=1.[H-].[Na+].[NH2:13]Cl.S([O-])([O-])(=O)=S.[Cl-].[NH4+]. The catalyst is CN(C=O)C.CCOCC. The product is [Br:1][C:2]1[CH:3]=[C:4]2[N:10]([NH2:13])[CH:9]=[CH:8][C:5]2=[N:6][CH:7]=1. The yield is 0.620. (6) The reactants are [F:1][C:2]1[C:7]([CH2:8][NH2:9])=[CH:6][CH:5]=[CH:4][C:3]=1[C:10]1[CH:15]=[CH:14][C:13]([C:16]([F:19])([F:18])[F:17])=[CH:12][CH:11]=1.[F:20][C:21]1[CH:26]=[CH:25][C:24]([S:27]([N:30]([CH2:32][C:33](O)=[O:34])[CH3:31])(=[O:29])=[O:28])=[CH:23][CH:22]=1.CN(C(ON1N=NC2C=CC=NC1=2)=[N+](C)C)C.F[P-](F)(F)(F)(F)F.C(N(CC)C(C)C)(C)C.OS([O-])(=O)=O.[K+]. The catalyst is C(Cl)Cl. The product is [F:20][C:21]1[CH:22]=[CH:23][C:24]([S:27]([N:30]([CH3:31])[CH2:32][C:33]([NH:9][CH2:8][C:7]2[C:2]([F:1])=[C:3]([C:10]3[CH:15]=[CH:14][C:13]([C:16]([F:17])([F:18])[F:19])=[CH:12][CH:11]=3)[CH:4]=[CH:5][CH:6]=2)=[O:34])(=[O:28])=[O:29])=[CH:25][CH:26]=1. The yield is 0.520. (7) The reactants are [O:1]=[C:2]1[C:11]2[CH2:12][NH:13][N:14](COCC[Si](C)(C)C)[C:10]=2[C:9]2[CH:8]=[C:7]([C:23]#[N:24])[C:6]([C:25]3[CH:30]=[CH:29][N:28]=[CH:27][CH:26]=3)=[CH:5][C:4]=2[N:3]1[CH2:31][C:32]([F:35])([F:34])[F:33].O=C1C2=CN(COCC[Si](C)(C)C)N=C2C2C=C(C#N)C(C3C=CN=CC=3)=CC=2N1CC(F)(F)F.[ClH:71]. No catalyst specified. The product is [ClH:71].[O:1]=[C:2]1[C:11]2=[CH:12][NH:13][N:14]=[C:10]2[C:9]2[CH:8]=[C:7]([C:23]#[N:24])[C:6]([C:25]3[CH:26]=[CH:27][N:28]=[CH:29][CH:30]=3)=[CH:5][C:4]=2[N:3]1[CH2:31][C:32]([F:34])([F:35])[F:33]. The yield is 0.150.